Dataset: Catalyst prediction with 721,799 reactions and 888 catalyst types from USPTO. Task: Predict which catalyst facilitates the given reaction. (1) Reactant: Br[C:2]1[CH:7]=[CH:6][C:5]([N+:8]([O-])=O)=[CH:4][C:3]=1[CH3:11].CC(OC([N:19]1[CH2:24][CH2:23][CH:22]([CH2:25][Zn]I)[CH2:21][CH2:20]1)=O)(C)C. Product: [CH3:11][C:3]1[CH:4]=[C:5]([NH2:8])[CH:6]=[CH:7][C:2]=1[CH2:25][CH:22]1[CH2:23][CH2:24][NH:19][CH2:20][CH2:21]1.[CH3:11][C:3]1[CH:4]=[C:5]([NH2:8])[CH:6]=[CH:7][C:2]=1[CH2:25][CH:22]1[CH2:23][CH2:24][NH:19][CH2:20][CH2:21]1. The catalyst class is: 44. (2) Reactant: [CH3:1][C:2]1([C:7]2[CH:12]=[CH:11][C:10]([N+:13]([O-])=O)=[CH:9][CH:8]=2)[O:6][CH2:5][CH2:4][O:3]1. Product: [CH3:1][C:2]1([CH:7]2[CH2:12][CH2:11][CH:10]([NH2:13])[CH2:9][CH2:8]2)[O:3][CH2:4][CH2:5][O:6]1. The catalyst class is: 5. (3) Reactant: C[O:2][C:3](=[O:70])[CH2:4][NH:5][C:6]([C:8]1([NH:11][C:12](=[O:69])[C@H:13]([NH:35][C:36](=[O:68])[CH2:37][NH:38][C:39](=[O:67])[CH2:40][C@H:41]([OH:66])/[CH:42]=[CH:43]/[CH2:44][CH2:45][S:46][C:47]([C:60]2[CH:65]=[CH:64][CH:63]=[CH:62][CH:61]=2)([C:54]2[CH:59]=[CH:58][CH:57]=[CH:56][CH:55]=2)[C:48]2[CH:53]=[CH:52][CH:51]=[CH:50][CH:49]=2)[CH2:14][S:15][C:16]([C:29]2[CH:34]=[CH:33][CH:32]=[CH:31][CH:30]=2)([C:23]2[CH:28]=[CH:27][CH:26]=[CH:25][CH:24]=2)[C:17]2[CH:22]=[CH:21][CH:20]=[CH:19][CH:18]=2)[CH2:10][CH2:9]1)=[O:7].[Li+].[OH-]. Product: [OH:66][C@H:41](/[CH:42]=[CH:43]/[CH2:44][CH2:45][S:46][C:47]([C:60]1[CH:65]=[CH:64][CH:63]=[CH:62][CH:61]=1)([C:54]1[CH:55]=[CH:56][CH:57]=[CH:58][CH:59]=1)[C:48]1[CH:53]=[CH:52][CH:51]=[CH:50][CH:49]=1)[CH2:40][C:39]([NH:38][CH2:37][C:36]([NH:35][C@H:13]([CH2:14][S:15][C:16]([C:17]1[CH:18]=[CH:19][CH:20]=[CH:21][CH:22]=1)([C:23]1[CH:24]=[CH:25][CH:26]=[CH:27][CH:28]=1)[C:29]1[CH:34]=[CH:33][CH:32]=[CH:31][CH:30]=1)[C:12]([NH:11][C:8]1([C:6]([NH:5][CH2:4][C:3]([OH:70])=[O:2])=[O:7])[CH2:10][CH2:9]1)=[O:69])=[O:68])=[O:67]. The catalyst class is: 20. (4) Reactant: [C:1]([O:5][C:6]([N:8]1[C:16]2[C:11](=[CH:12][CH:13]=[CH:14][C:15]=2[N:17]2[CH2:22][CH2:21][N:20]([C:23]([O:25][C:26]([CH3:29])([CH3:28])[CH3:27])=[O:24])[CH2:19][CH2:18]2)[C:10]([CH2:30][C:31]2[CH:36]=[CH:35][CH:34]=[CH:33][CH:32]=2)=[C:9]1[C:37]([O:39]CC1C=CC=CC=1)=[O:38])=[O:7])([CH3:4])([CH3:3])[CH3:2]. Product: [C:1]([O:5][C:6]([N:8]1[C:16]2[C:11](=[CH:12][CH:13]=[CH:14][C:15]=2[N:17]2[CH2:18][CH2:19][N:20]([C:23]([O:25][C:26]([CH3:28])([CH3:29])[CH3:27])=[O:24])[CH2:21][CH2:22]2)[C:10]([CH2:30][C:31]2[CH:32]=[CH:33][CH:34]=[CH:35][CH:36]=2)=[C:9]1[C:37]([OH:39])=[O:38])=[O:7])([CH3:2])([CH3:3])[CH3:4]. The catalyst class is: 50. (5) Reactant: [CH:1]1([NH2:8])[CH2:6][CH2:5][CH2:4][CH:3]([NH2:7])[CH2:2]1.[C:9](O[C:9]([O:11][C:12]([CH3:15])([CH3:14])[CH3:13])=[O:10])([O:11][C:12]([CH3:15])([CH3:14])[CH3:13])=[O:10]. Product: [C:12]([O:11][C:9]([NH:7][CH:3]1[CH2:4][CH2:5][CH2:6][CH:1]([NH2:8])[CH2:2]1)=[O:10])([CH3:15])([CH3:14])[CH3:13]. The catalyst class is: 22. (6) Reactant: [Cl:1][C:2]1[CH:9]=[CH:8][CH:7]=[C:6]([CH3:10])[C:3]=1[CH:4]=[O:5].P([O-])([O-])([O-])=[O:12].[Na+].[Na+].[Na+].OO.Cl([O-])=O.[Na+].S(=O)(O)[O-].[Na+]. Product: [Cl:1][C:2]1[CH:9]=[CH:8][CH:7]=[C:6]([CH3:10])[C:3]=1[C:4]([OH:12])=[O:5]. The catalyst class is: 192. (7) Reactant: [Cl:1][C:2]1[N:7]=[C:6]([O:8][CH3:9])[C:5]([C:10]([CH3:18])([CH2:15][C:16]#[N:17])[C:11](OC)=[O:12])=[CH:4][CH:3]=1.[H][H]. Product: [Cl:1][C:2]1[N:7]=[C:6]([O:8][CH3:9])[C:5]([C:10]2([CH3:18])[CH2:15][CH2:16][NH:17][C:11]2=[O:12])=[CH:4][CH:3]=1. The catalyst class is: 834. (8) Reactant: [ClH:1].[N:2]1([CH:6]2[CH2:23][CH2:22][C:9]3([CH2:14][CH2:13][N:12](C(OC(C)(C)C)=O)[CH2:11][CH2:10]3)[CH2:8][CH2:7]2)[CH2:5][CH2:4][CH2:3]1. Product: [ClH:1].[ClH:1].[N:2]1([CH:6]2[CH2:7][CH2:8][C:9]3([CH2:14][CH2:13][NH:12][CH2:11][CH2:10]3)[CH2:22][CH2:23]2)[CH2:3][CH2:4][CH2:5]1. The catalyst class is: 5. (9) Reactant: O=C1C2C(=CC=CC=2)C(=O)[N:3]1[N:12]([CH2:20][CH3:21])[C:13](=[O:19])[O:14][C:15]([CH3:18])([CH3:17])[CH3:16].CNN. Product: [CH2:20]([N:12]([C:13]([O:14][C:15]([CH3:16])([CH3:18])[CH3:17])=[O:19])[NH2:3])[CH3:21]. The catalyst class is: 1. (10) Reactant: [Br:1][C:2]1[CH:7]=[CH:6][C:5]([N:8]2[C:12]([C:13]3[CH:21]=[C:20]4[C:16]([C:17]([CH2:22][CH3:23])=[N:18][NH:19]4)=[CH:15][CH:14]=3)=[CH:11][CH:10]=[N:9]2)=[CH:4][CH:3]=1.[H-].[Na+].Br[CH:27]([CH3:29])[CH3:28].[Cl-].[NH4+]. Product: [Br:1][C:2]1[CH:7]=[CH:6][C:5]([N:8]2[C:12]([C:13]3[CH:21]=[C:20]4[C:16]([C:17]([CH2:22][CH3:23])=[N:18][N:19]4[CH:27]([CH3:29])[CH3:28])=[CH:15][CH:14]=3)=[CH:11][CH:10]=[N:9]2)=[CH:4][CH:3]=1. The catalyst class is: 9.